This data is from Reaction yield outcomes from USPTO patents with 853,638 reactions. The task is: Predict the reaction yield, written as a fraction of the theoretical maximum amount of product (1.0 means a 100% yield; for example, 0.34 means a 34% yield). (1) The reactants are [C:1]([N:4]1[C:13]2[C:8](=[CH:9][C:10]([O:14][CH:15]3[CH2:19][CH2:18][O:17][CH2:16]3)=[CH:11][CH:12]=2)[C@H:7]([NH:20]C(=O)OCC2C=CC=CC=2)[C@@H:6]([CH3:31])[C@@H:5]1[CH3:32])(=[O:3])[CH3:2]. The catalyst is C(O)C.[Pd]. The product is [NH2:20][C@H:7]1[C:8]2[C:13](=[CH:12][CH:11]=[C:10]([O:14][CH:15]3[CH2:19][CH2:18][O:17][CH2:16]3)[CH:9]=2)[N:4]([C:1](=[O:3])[CH3:2])[C@@H:5]([CH3:32])[C@@H:6]1[CH3:31]. The yield is 0.980. (2) The catalyst is CN(C=O)C. The reactants are [CH3:1][O:2][C:3]1[CH:4]=[C:5]([CH:9]=[CH:10][C:11]=1[N+:12]([O-:14])=[O:13])[C:6](O)=[O:7].C(Cl)CCl.C1C=CC2N(O)N=[N:25][C:23]=2C=1.CN.C1COCC1. The yield is 0.830. The product is [CH3:1][O:2][C:3]1[CH:4]=[C:5]([CH:9]=[CH:10][C:11]=1[N+:12]([O-:14])=[O:13])[C:6]([NH:25][CH3:23])=[O:7]. (3) The reactants are [NH:1]1[C:5]2=[N:6][CH:7]=[CH:8][CH:9]=[C:4]2[C:3]([C:10]2[CH:15]=[CH:14][N:13]=[C:12]([N:16]3[CH2:21][CH2:20][CH:19]([NH2:22])[CH2:18][CH2:17]3)[N:11]=2)=[CH:2]1.[C:23](OC(=O)C)(=[O:25])[CH3:24].N1C=CC=CC=1.C1COCC1. The catalyst is O. The product is [NH:1]1[C:5]2=[N:6][CH:7]=[CH:8][CH:9]=[C:4]2[C:3]([C:10]2[CH:15]=[CH:14][N:13]=[C:12]([N:16]3[CH2:17][CH2:18][CH:19]([NH:22][C:23](=[O:25])[CH3:24])[CH2:20][CH2:21]3)[N:11]=2)=[CH:2]1. The yield is 0.940. (4) The reactants are [F:1][C:2]1[CH:7]=[CH:6][C:5]([CH2:8][CH:9]([CH:16]([C:21]([O:23][CH3:24])=[O:22])[C:17]([O:19][CH3:20])=[O:18])[C:10]2[CH:15]=[CH:14][CH:13]=[CH:12][CH:11]=2)=[C:4]([N+:25]([O-])=O)[CH:3]=1.[Cl-].[NH4+]. The catalyst is CO.[Zn]. The product is [NH2:25][C:4]1[CH:3]=[C:2]([F:1])[CH:7]=[CH:6][C:5]=1[CH2:8][CH:9]([CH:16]([C:21]([O:23][CH3:24])=[O:22])[C:17]([O:19][CH3:20])=[O:18])[C:10]1[CH:15]=[CH:14][CH:13]=[CH:12][CH:11]=1. The yield is 0.900. (5) The reactants are [N+:1]([C:4]1[CH:19]=[C:7]2[CH2:8][N:9]([C:12]([O:14][C:15]([CH3:18])([CH3:17])[CH3:16])=[O:13])[CH2:10][CH2:11][N:6]2[N:5]=1)([O-])=O. The catalyst is [Pd].CO. The product is [NH2:1][C:4]1[CH:19]=[C:7]2[CH2:8][N:9]([C:12]([O:14][C:15]([CH3:17])([CH3:16])[CH3:18])=[O:13])[CH2:10][CH2:11][N:6]2[N:5]=1. The yield is 0.790. (6) The reactants are [CH3:1][C@@:2]1([CH2:9][S:10](Cl)(=[O:12])=[O:11])[C:6](=[O:7])[NH:5][C:4](=[O:8])[NH:3]1.[Cl:14][C:15]1[CH:20]=[CH:19][C:18]([C:21]2[CH:22]=[C:23]3[C:28](=[CH:29][N:30]=2)[CH2:27][NH:26][CH2:25][CH2:24]3)=[CH:17][CH:16]=1.CCN(C(C)C)C(C)C. The catalyst is CN1C(=O)CCC1.O. The product is [Cl:14][C:15]1[CH:16]=[CH:17][C:18]([C:21]2[CH:22]=[C:23]3[C:28](=[CH:29][N:30]=2)[CH2:27][N:26]([S:10]([CH2:9][C@@:2]2([CH3:1])[NH:3][C:4](=[O:8])[NH:5][C:6]2=[O:7])(=[O:12])=[O:11])[CH2:25][CH2:24]3)=[CH:19][CH:20]=1. The yield is 0.0800. (7) The reactants are Cl[C:2]1[N:11]=[C:10]([NH:12][CH2:13][CH2:14][C:15]2[CH:20]=[CH:19][CH:18]=[CH:17][CH:16]=2)[C:9]2[C:4](=[CH:5][CH:6]=[CH:7][CH:8]=2)[N:3]=1.[NH:21]1[C:29]2[CH2:28][CH2:27][NH:26][CH2:25][C:24]=2[CH:23]=[CH:22]1. The catalyst is C(O)C. The product is [NH:21]1[C:29]2[CH2:28][CH2:27][N:26]([C:2]3[N:11]=[C:10]([NH:12][CH2:13][CH2:14][C:15]4[CH:20]=[CH:19][CH:18]=[CH:17][CH:16]=4)[C:9]4[C:4](=[CH:5][CH:6]=[CH:7][CH:8]=4)[N:3]=3)[CH2:25][C:24]=2[CH:23]=[CH:22]1. The yield is 0.370. (8) The reactants are [NH:1]1[C:5]2[CH:6]=[CH:7][CH:8]=[CH:9][C:4]=2[N:3]=[C:2]1[CH2:10][N:11]([CH:16]1[C:25]2[N:24]=[CH:23][CH:22]=[CH:21][C:20]=2[CH2:19][CH2:18][CH2:17]1)[CH2:12][CH2:13][CH2:14][NH2:15].O.ON1C2C=CC=CC=2N=N1.[C:37](O)(=[O:44])[C:38]1[CH:43]=[CH:42][CH:41]=[CH:40][CH:39]=1. The catalyst is CN(C=O)C.C(OCC)(=O)C.O. The product is [NH:1]1[C:5]2[CH:6]=[CH:7][CH:8]=[CH:9][C:4]=2[N:3]=[C:2]1[CH2:10][N:11]([CH:16]1[C:25]2[N:24]=[CH:23][CH:22]=[CH:21][C:20]=2[CH2:19][CH2:18][CH2:17]1)[CH2:12][CH2:13][CH2:14][NH:15][C:37](=[O:44])[C:38]1[CH:43]=[CH:42][CH:41]=[CH:40][CH:39]=1. The yield is 0.370.